This data is from Reaction yield outcomes from USPTO patents with 853,638 reactions. The task is: Predict the reaction yield, written as a fraction of the theoretical maximum amount of product (1.0 means a 100% yield; for example, 0.34 means a 34% yield). (1) The reactants are [S:1]1[C:5]([CH:6]=O)=[CH:4][N:3]=[CH:2]1.[NH:8]1[CH:12]=[CH:11][CH:10]=[CH:9]1. The catalyst is C(O)(=O)CC. The product is [S:1]1[C:5]([C:6]2[C:12]3[NH:8][C:9]([C:6]([C:5]4[S:1][CH:2]=[N:3][CH:4]=4)=[C:9]4[N:8]=[C:12]([C:6]([C:5]5[S:1][CH:2]=[N:3][CH:4]=5)=[C:9]5[NH:8][C:12](=[C:6]([C:5]6[S:1][CH:2]=[N:3][CH:4]=6)[C:9]6[CH:10]=[CH:11][C:12]=2[N:8]=6)[CH:11]=[CH:10]5)[CH:11]=[CH:10]4)=[CH:10][CH:11]=3)=[CH:4][N:3]=[CH:2]1. The yield is 0.140. (2) The reactants are C([O:8][C:9]1[CH:14]=[C:13]([N:15]2[CH2:20][CH2:19][N:18](CC3C=CC=CC=3)[CH2:17][CH2:16]2)[C:12]([O:28][CH3:29])=[CH:11][C:10]=1[C:30]([OH:33])([CH3:32])[CH3:31])C1C=CC=CC=1. The catalyst is CCO. The product is [OH:33][C:30]([C:10]1[CH:11]=[C:12]([O:28][CH3:29])[C:13]([N:15]2[CH2:16][CH2:17][NH:18][CH2:19][CH2:20]2)=[CH:14][C:9]=1[OH:8])([CH3:31])[CH3:32]. The yield is 0.920. (3) The reactants are [Si]([O:8][CH2:9][C:10]1[CH:11]=[C:12]([C:19]2[S:23][C:22]([C@@:24]3([OH:36])[CH2:29][CH2:28][C@H:27]([C:30]([O:32][CH3:33])=[O:31])[C:26]([CH3:35])([CH3:34])[CH2:25]3)=[N:21][CH:20]=2)[CH:13]=[C:14]([N+:16]([O-:18])=[O:17])[CH:15]=1)(C(C)(C)C)(C)C.F.F.F.C(N(CC)CC)C. The catalyst is C(#N)C. The product is [OH:36][C@:24]1([C:22]2[S:23][C:19]([C:12]3[CH:13]=[C:14]([N+:16]([O-:18])=[O:17])[CH:15]=[C:10]([CH2:9][OH:8])[CH:11]=3)=[CH:20][N:21]=2)[CH2:29][CH2:28][C@H:27]([C:30]([O:32][CH3:33])=[O:31])[C:26]([CH3:35])([CH3:34])[CH2:25]1. The yield is 0.960. (4) The reactants are C[O:2][C:3](=[O:23])[CH2:4][C:5]([NH:7][C:8]1[CH:13]=[CH:12][C:11]([NH:14][S:15]([CH3:18])(=[O:17])=[O:16])=[CH:10][C:9]=1[S:19](=[O:22])(=[O:21])[NH2:20])=O.[OH-].[Na+].Cl. No catalyst specified. The product is [CH3:18][S:15]([NH:14][C:11]1[CH:12]=[CH:13][C:8]2[NH:7][C:5]([CH2:4][C:3]([OH:2])=[O:23])=[N:20][S:19](=[O:22])(=[O:21])[C:9]=2[CH:10]=1)(=[O:17])=[O:16]. The yield is 0.870. (5) The reactants are [N:1]1[CH:2]=[CH:3][N:4]2[C:9]=1[CH:8]=[CH:7][C:6]([O:10][C:11]1[CH:12]=[C:13]([CH:17]=[CH:18][CH:19]=1)[C:14]([OH:16])=O)=[N:5]2.[F:20][C:21]([F:30])([F:29])[C:22]1[CH:23]=[C:24]([CH:26]=[CH:27][CH:28]=1)[NH2:25].O.ON1C2C=CC=CC=2N=N1.Cl.CN(C)CCCN=C=NCC.C(N(CC)CC)C. The catalyst is CN(C)C=O. The product is [N:1]1[CH:2]=[CH:3][N:4]2[C:9]=1[CH:8]=[CH:7][C:6]([O:10][C:11]1[CH:12]=[C:13]([CH:17]=[CH:18][CH:19]=1)[C:14]([NH:25][C:24]1[CH:26]=[CH:27][CH:28]=[C:22]([C:21]([F:20])([F:29])[F:30])[CH:23]=1)=[O:16])=[N:5]2. The yield is 0.570. (6) The reactants are Cl.[Cl:2][C:3]1[CH:4]=[N+:5]([O-:35])[CH:6]=[C:7]([Cl:34])[C:8]=1[CH2:9][C@@H:10]([C:19]1[CH:24]=[CH:23][C:22]([O:25][CH:26]([F:28])[F:27])=[C:21]([O:29][CH2:30][CH:31]2[CH2:33][CH2:32]2)[CH:20]=1)[O:11][C:12]([C@H:14]1[NH:18][CH2:17][CH2:16][S:15]1)=[O:13].[CH:36]1([CH:39]=O)[CH2:38][CH2:37]1.C([BH3-])#N.[Na+]. The catalyst is CO. The product is [Cl:2][C:3]1[CH:4]=[N+:5]([O-:35])[CH:6]=[C:7]([Cl:34])[C:8]=1[CH2:9][C@@H:10]([C:19]1[CH:24]=[CH:23][C:22]([O:25][CH:26]([F:28])[F:27])=[C:21]([O:29][CH2:30][CH:31]2[CH2:33][CH2:32]2)[CH:20]=1)[O:11][C:12]([C@H:14]1[N:18]([CH2:39][CH:36]2[CH2:38][CH2:37]2)[CH2:17][CH2:16][S:15]1)=[O:13]. The yield is 0.162. (7) The reactants are Cl[CH2:2][CH2:3][CH2:4][Si:5]([O:10][CH3:11])([O:8][CH3:9])[O:6][CH3:7].[C:12]([O-:17])(=[O:16])[C:13]([CH3:15])=[CH2:14].[K+]. The catalyst is C(P(CCCC)CCCC)CCC.C1C2NC3C(=CC=CC=3)SC=2C=CC=1. The product is [C:12]([O:17][CH2:2][CH2:3][CH2:4][Si:5]([O:10][CH3:11])([O:8][CH3:9])[O:6][CH3:7])(=[O:16])[C:13]([CH3:15])=[CH2:14]. The yield is 0.910.